This data is from Reaction yield outcomes from USPTO patents with 853,638 reactions. The task is: Predict the reaction yield, written as a fraction of the theoretical maximum amount of product (1.0 means a 100% yield; for example, 0.34 means a 34% yield). The product is [C:41]([O:40][C:39]([NH:38][CH2:37][C:23]1[CH:24]=[CH:25][C:26]([C:2]2[CH:3]=[CH:4][N:5]3[C:10]([C:11]=2[CH3:12])=[C:9]([CH:13]2[CH2:15][CH2:14]2)[CH:8]=[C:7]([C:16]([O:18][CH3:19])=[O:17])[C:6]3=[O:20])=[CH:27][C:22]=1[F:21])=[O:45])([CH3:44])([CH3:42])[CH3:43]. No catalyst specified. The reactants are Cl[C:2]1[CH:3]=[CH:4][N:5]2[C:10]([C:11]=1[CH3:12])=[C:9]([CH:13]1[CH2:15][CH2:14]1)[CH:8]=[C:7]([C:16]([O:18][CH3:19])=[O:17])[C:6]2=[O:20].[F:21][C:22]1[CH:27]=[C:26](B2OC(C)(C)C(C)(C)O2)[CH:25]=[CH:24][C:23]=1[CH2:37][NH:38][C:39](=[O:45])[O:40][C:41]([CH3:44])([CH3:43])[CH3:42]. The yield is 0.317.